From a dataset of Full USPTO retrosynthesis dataset with 1.9M reactions from patents (1976-2016). Predict the reactants needed to synthesize the given product. (1) Given the product [CH3:2][O:3][N:4]([CH3:5])[C:12](=[O:16])[C:13]([CH3:15])=[CH2:14], predict the reactants needed to synthesize it. The reactants are: Cl.[CH3:2][O:3][NH:4][CH3:5].N1C=CC=CC=1.[C:12](Cl)(=[O:16])[C:13]([CH3:15])=[CH2:14]. (2) Given the product [CH2:27]([O:26][C:24]([C:23]1[NH:35][N:34]=[C:14]([C:11]2[CH:10]=[N:9][N:8]([C:4]3[CH:5]=[CH:6][CH:7]=[C:2]([Cl:1])[CH:3]=3)[C:12]=2[CH3:13])[CH:15]=1)=[O:25])[CH3:28], predict the reactants needed to synthesize it. The reactants are: [Cl:1][C:2]1[CH:3]=[C:4]([N:8]2[C:12]([CH3:13])=[C:11]([C:14](=O)[CH3:15])[CH:10]=[N:9]2)[CH:5]=[CH:6][CH:7]=1.CC([O-])(C)C.[K+].[C:23](OCC)(=O)[C:24]([O:26][CH2:27][CH3:28])=[O:25].O.[NH2:34][NH2:35].C(O)(=O)C. (3) Given the product [Cl:1][C:2]1[CH:7]=[C:6]([NH:8][C:9]2[N:10]=[CH:11][N:12]=[C:13]([NH:31][C:29]#[N:30])[CH:14]=2)[C:5](=[O:16])[N:4]2[C:17]([C:22]3[CH:27]=[CH:26][CH:25]=[C:24]([Cl:28])[CH:23]=3)([CH3:21])[NH:18][C:19](=[O:20])[C:3]=12, predict the reactants needed to synthesize it. The reactants are: [Cl:1][C:2]1[CH:7]=[C:6]([NH:8][C:9]2[CH:14]=[C:13](F)[N:12]=[CH:11][N:10]=2)[C:5](=[O:16])[N:4]2[C:17]([C:22]3[CH:27]=[CH:26][CH:25]=[C:24]([Cl:28])[CH:23]=3)([CH3:21])[NH:18][C:19](=[O:20])[C:3]=12.[C:29]([NH-:31])#[N:30].[Na+].O.Cl. (4) Given the product [CH3:19][O:20][N:9]([CH3:11])[C:8]([C:7]1[CH:6]=[N:5][CH:4]=[N:3][CH:2]=1)=[O:28], predict the reactants needed to synthesize it. The reactants are: C[CH2:2][N:3]=[C:4]=[N:5][CH2:6][CH2:7][CH2:8][N:9]([CH3:11])C.C(N(CC)CC)C.[C:19]([O-])(O)=[O:20].[Na+].CN(C=[O:28])C. (5) Given the product [NH2:1][C:2]1[N:7]([CH3:8])[C:6](=[O:9])[CH:5]=[C:4]([NH:10][N:11]=[CH:23][C:16]2[C:15]3[C:20](=[CH:21][CH:22]=[C:13]([Cl:12])[CH:14]=3)[N:19]=[CH:18][CH:17]=2)[N:3]=1, predict the reactants needed to synthesize it. The reactants are: [NH2:1][C:2]1[N:7]([CH3:8])[C:6](=[O:9])[CH:5]=[C:4]([NH:10][NH2:11])[N:3]=1.[Cl:12][C:13]1[CH:14]=[C:15]2[C:20](=[CH:21][CH:22]=1)[N:19]=[CH:18][CH:17]=[C:16]2[CH:23]=O. (6) Given the product [CH3:23][C:17]1[CH:18]=[C:19]([CH3:22])[CH:20]=[CH:21][C:16]=1[N:13]1[CH2:14][CH2:15][N:10]([C:8]([C:5]2[CH:6]=[CH:7][C:2]([N:28]3[CH2:34][CH2:33][CH2:32][CH2:31][CH2:30][C:29]3=[O:35])=[CH:3][C:4]=2[S:24]([CH3:27])(=[O:26])=[O:25])=[O:9])[CH2:11][CH2:12]1, predict the reactants needed to synthesize it. The reactants are: Br[C:2]1[CH:7]=[CH:6][C:5]([C:8]([N:10]2[CH2:15][CH2:14][N:13]([C:16]3[CH:21]=[CH:20][C:19]([CH3:22])=[CH:18][C:17]=3[CH3:23])[CH2:12][CH2:11]2)=[O:9])=[C:4]([S:24]([CH3:27])(=[O:26])=[O:25])[CH:3]=1.[NH:28]1[CH2:34][CH2:33][CH2:32][CH2:31][CH2:30][C:29]1=[O:35].